Dataset: Full USPTO retrosynthesis dataset with 1.9M reactions from patents (1976-2016). Task: Predict the reactants needed to synthesize the given product. (1) Given the product [F:38][C:39]1([CH:45]2[C:2]3[NH:1][C:9]4[C:4](=[CH:5][CH:6]=[CH:7][CH:8]=4)[C:3]=3[CH2:10][C@H:11]([C:12]3[NH:13][CH:14]=[C:15]([C:17]4[CH:22]=[CH:21][CH:20]=[CH:19][CH:18]=4)[N:16]=3)[NH:23]2)[CH2:44][CH2:43][O:42][CH2:41][CH2:40]1, predict the reactants needed to synthesize it. The reactants are: [NH:1]1[C:9]2[C:4](=[CH:5][CH:6]=[CH:7][CH:8]=2)[C:3]([CH2:10][C@@H:11]([NH:23]C(=O)OC(C)(C)C)[C:12]2[NH:13][CH:14]=[C:15]([C:17]3[CH:22]=[CH:21][CH:20]=[CH:19][CH:18]=3)[N:16]=2)=[CH:2]1.FC(F)(F)C(O)=O.[F:38][C:39]1([CH:45]=O)[CH2:44][CH2:43][O:42][CH2:41][CH2:40]1.C([O-])(O)=O.[Na+]. (2) Given the product [CH:42]1[C:41]2[CH:40]([CH2:39][O:38][C:36](=[O:37])[NH:35][CH2:13][CH3:12])[C:52]3[C:47](=[CH:48][CH:49]=[CH:50][CH:51]=3)[C:46]=2[CH:45]=[CH:44][CH:43]=1.[CH3:1][O:2][C:3](=[O:55])[CH2:4][NH:5][C:6]([C:7]1([NH:11][C:12](=[O:53])[C@H:13]([NH:35][CH:36]=[O:38])[CH2:14][S:15][C:16]([C:17]2[CH:18]=[CH:19][CH:20]=[CH:21][CH:22]=2)([C:29]2[CH:34]=[CH:33][CH:32]=[CH:31][CH:30]=2)[C:23]2[CH:24]=[CH:25][CH:26]=[CH:27][CH:28]=2)[CH2:8][CH2:10]1)=[O:54], predict the reactants needed to synthesize it. The reactants are: [CH3:1][O:2][C:3](=[O:55])[CH2:4][NH:5][C:6](=[O:54])[C@H:7]([NH:11][C:12](=[O:53])[C@H:13]([NH:35][C:36]([O:38][CH2:39][CH:40]1[C:52]2[CH:51]=[CH:50][CH:49]=[CH:48][C:47]=2[C:46]2[C:41]1=[CH:42][CH:43]=[CH:44][CH:45]=2)=[O:37])[CH2:14][S:15][C:16]([C:29]1[CH:34]=[CH:33][CH:32]=[CH:31][CH:30]=1)([C:23]1[CH:28]=[CH:27][CH:26]=[CH:25][CH:24]=1)[C:17]1[CH:22]=[CH:21][CH:20]=[CH:19][CH:18]=1)[CH:8]([CH3:10])C.C(NCC)C.C1CN([P+](ON2N=NC3C=CC=CC2=3)(N2CCCC2)N2CCCC2)CC1.F[P-](F)(F)(F)(F)F.N(C(OCC1C2C(=CC=CC=2)C2C1=CC=CC=2)=O)CC(O)=O.C(N(C(C)C)CC)(C)C. (3) Given the product [OH:24][CH2:23][CH:22]([CH3:31])[CH2:21][CH2:20][CH2:19][C:2]([CH3:1])=[CH:3][CH2:4][CH:5]([O:15][C:16](=[O:18])[CH3:17])[C:6]([CH3:14])=[CH:7][C:8]1[N:9]=[C:10]([CH3:13])[S:11][CH:12]=1, predict the reactants needed to synthesize it. The reactants are: [CH3:1][C:2]([CH2:19][CH2:20][CH2:21][CH:22]([CH3:31])[CH2:23][O:24]C1CCCCO1)=[CH:3][CH2:4][CH:5]([O:15][C:16](=[O:18])[CH3:17])[C:6]([CH3:14])=[CH:7][C:8]1[N:9]=[C:10]([CH3:13])[S:11][CH:12]=1.C1(C)C=CC(S([O-])(=O)=O)=CC=1.[NH+]1C=CC=CC=1. (4) Given the product [CH2:31]([O:30][C:29]1[C:28]([C:2]2[CH:3]=[C:4]([S:10](=[O:12])(=[O:11])[NH:13][C:14]([CH3:17])([CH3:16])[CH3:15])[CH:5]=[CH:6][C:7]=2[O:8][CH3:9])=[CH:27][C:22]([C:23]([O:25][CH3:26])=[O:24])=[CH:21][C:20]=1[CH:18]=[O:19])[C:2]1[CH:3]=[CH:4][CH:5]=[CH:6][CH:7]=1, predict the reactants needed to synthesize it. The reactants are: Br[C:2]1[CH:3]=[C:4]([S:10]([NH:13][C:14]([CH3:17])([CH3:16])[CH3:15])(=[O:12])=[O:11])[CH:5]=[CH:6][C:7]=1[O:8][CH3:9].[CH:18]([C:20]1[CH:21]=[C:22]([CH:27]=[C:28](B2OC(C)(C)C(C)(C)O2)[C:29]=1[O:30][CH2:31]OCCOC)[C:23]([O:25][CH3:26])=[O:24])=[O:19]. (5) Given the product [Cl:16][C:17]1[CH:18]=[C:19]2[C:23](=[CH:24][CH:25]=1)[NH:22][C:21](=[O:26])[C:20]2=[CH:27][NH:15][C:12]1[CH:11]=[CH:10][C:9]([O:8][CH2:7][CH2:6][N:1]2[CH2:5][CH2:4][CH2:3][CH2:2]2)=[CH:14][CH:13]=1, predict the reactants needed to synthesize it. The reactants are: [N:1]1([CH2:6][CH2:7][O:8][C:9]2[CH:14]=[CH:13][C:12]([NH2:15])=[CH:11][CH:10]=2)[CH2:5][CH2:4][CH2:3][CH2:2]1.[Cl:16][C:17]1[CH:18]=[C:19]2[C:23](=[CH:24][CH:25]=1)[NH:22][C:21](=[O:26])[C:20]2=[CH:27]O. (6) Given the product [C:2]([C:3]1[S:15][C:16](=[NH:17])[N:14]([CH2:13][C@@H:9]2[CH2:10][CH2:11][CH2:12][O:8]2)[CH:4]=1)([CH3:7])([CH3:6])[CH3:1], predict the reactants needed to synthesize it. The reactants are: [CH3:1][C:2]([CH3:7])([CH3:6])[CH2:3][CH:4]=O.[O:8]1[CH2:12][CH2:11][CH2:10][C@H:9]1[CH2:13][NH2:14].[S-:15][C:16]#[N:17].[K+].II. (7) The reactants are: [Br:1][C:2]1[CH:3]=[C:4]([N:8]2[C:12]3=[N:13][CH:14]=[C:15]([F:17])[CH:16]=[C:11]3[C:10]([C:18]([O:20]C)=O)=[N:9]2)[CH:5]=[CH:6][CH:7]=1.C([NH2:24])=O.C[O-].[Na+]. Given the product [Br:1][C:2]1[CH:3]=[C:4]([N:8]2[C:12]3=[N:13][CH:14]=[C:15]([F:17])[CH:16]=[C:11]3[C:10]([C:18]([NH2:24])=[O:20])=[N:9]2)[CH:5]=[CH:6][CH:7]=1, predict the reactants needed to synthesize it. (8) Given the product [Cl:20][C:19]1[C:14]([NH:13][C:7]2[C:8]([CH3:12])=[CH:9][CH:10]=[CH:11][C:6]=2[C:5]([NH:4][CH2:3][C:1]#[N:2])=[O:22])=[N:15][C:16]([NH:23][C:24]2[CH:37]=[CH:36][C:27]3[NH:28][C:29](=[O:35])[CH2:30][CH2:31][C:32]([CH3:34])([CH3:33])[C:26]=3[CH:25]=2)=[N:17][CH:18]=1, predict the reactants needed to synthesize it. The reactants are: [C:1]([CH2:3][NH:4][C:5](=[O:22])[C:6]1[CH:11]=[CH:10][CH:9]=[C:8]([CH3:12])[C:7]=1[NH:13][C:14]1[C:19]([Cl:20])=[CH:18][N:17]=[C:16](Cl)[N:15]=1)#[N:2].[NH2:23][C:24]1[CH:37]=[CH:36][C:27]2[NH:28][C:29](=[O:35])[CH2:30][CH2:31][C:32]([CH3:34])([CH3:33])[C:26]=2[CH:25]=1.C12(CS(O)(=O)=O)C(C)(C)C(CC1)CC2=O.C(O)(C)C. (9) Given the product [OH:13][C@@H:10]1[C@@H:9]2[N:8]([C:6](=[O:7])[C:36]([C:29]3[C:30]4[C:35](=[CH:34][CH:33]=[CH:32][CH:31]=4)[C:26]([C:24]#[N:25])=[CH:27][CH:28]=3)=[C:21]2[CH3:22])[CH2:12][CH2:11]1, predict the reactants needed to synthesize it. The reactants are: C(O[C:6]([N:8]1[CH2:12][CH2:11][C@H:10]([O:13][Si](C(C)(C)C)(C)C)[C@@H:9]1[CH:21](O)[CH3:22])=[O:7])(C)(C)C.[C:24]([C:26]1[C:35]2[C:30](=[CH:31][CH:32]=[CH:33][CH:34]=2)[C:29]([CH2:36]C(O)=O)=[CH:28][CH:27]=1)#[N:25].